Dataset: Forward reaction prediction with 1.9M reactions from USPTO patents (1976-2016). Task: Predict the product of the given reaction. (1) Given the reactants [NH:1]1[CH:5]=[CH:4][C:3]([CH:6]=[O:7])=[CH:2]1.[H-].[Na+].Cl[C:11]1[CH:16]=[CH:15][C:14]([C:17]([F:20])([F:19])[F:18])=[CH:13][N:12]=1, predict the reaction product. The product is: [F:18][C:17]([F:20])([F:19])[C:14]1[CH:15]=[CH:16][C:11]([N:1]2[CH:5]=[CH:4][C:3]([CH:6]=[O:7])=[CH:2]2)=[N:12][CH:13]=1. (2) The product is: [Cl:17][C:14]1[CH:15]=[C:16]2[C:11](=[CH:12][CH:13]=1)[NH:10][C:9](=[O:18])[C:8]2=[CH:7][C:5]1[O:6][C:2]([C:21]2[CH:22]=[C:23]([CH:24]=[CH:25][C:20]=2[F:19])[C:26]([O:28][CH3:29])=[O:27])=[CH:3][CH:4]=1. Given the reactants Br[C:2]1[O:6][C:5]([CH:7]=[C:8]2[C:16]3[C:11](=[CH:12][CH:13]=[C:14]([Cl:17])[CH:15]=3)[NH:10][C:9]2=[O:18])=[CH:4][CH:3]=1.[F:19][C:20]1[CH:25]=[CH:24][C:23]([C:26]([O:28][CH3:29])=[O:27])=[CH:22][C:21]=1B(O)O.C([O-])([O-])=O.[Cs+].[Cs+].O, predict the reaction product. (3) Given the reactants [CH2:1]([N:8]1[CH:13]=[CH:12][C:11](=[O:14])[C:10]2[C:15]([C:19]3[CH:24]=[CH:23][CH:22]=[CH:21][CH:20]=3)=[C:16](I)[O:17][C:9]1=2)[C:2]1[CH:7]=[CH:6][CH:5]=[CH:4][CH:3]=1.[Li+].[Cl-].CN(CCO[C:33]1[CH:38]=[CH:37][C:36](B(O)O)=[CH:35][CH:34]=1)C.[C:42]([O-])([O-:44])=[O:43].[Na+].[Na+], predict the reaction product. The product is: [CH2:1]([N:8]1[CH:13]=[CH:12][C:11](=[O:14])[C:10]2[C:15]([C:19]3[CH:24]=[CH:23][CH:22]=[CH:21][CH:20]=3)=[C:16]([C:38]3[CH:37]=[C:36]([CH:35]=[CH:34][CH:33]=3)[C:42]([OH:44])=[O:43])[O:17][C:9]1=2)[C:2]1[CH:7]=[CH:6][CH:5]=[CH:4][CH:3]=1. (4) Given the reactants Cl[C:2]1[N:7]=[C:6]([CH2:8][C:9]([O:11][CH3:12])=[O:10])[C:5]([N+:13]([O-:15])=[O:14])=[CH:4][C:3]=1[CH3:16].[CH3:17][O-:18].[Na+], predict the reaction product. The product is: [CH3:17][O:18][C:2]1[N:7]=[C:6]([CH2:8][C:9]([O:11][CH3:12])=[O:10])[C:5]([N+:13]([O-:15])=[O:14])=[CH:4][C:3]=1[CH3:16]. (5) Given the reactants CCN(C(C)C)C(C)C.[CH:10]1[C:18]2[C:17]3[CH:19]=[CH:20][CH:21]=[CH:22][C:16]=3[O:15][C:14]=2[CH:13]=[CH:12][C:11]=1[C:23]([OH:25])=O.C1C=CC2N(O)N=NC=2C=1.CCN=C=NCCCN(C)C.FC(F)(F)C(O)=O.[NH2:54][CH2:55][C:56]([N:58]1[CH2:63][CH2:62][N:61]([C:64](=[O:75])[C:65]2[CH:70]=[CH:69][CH:68]=[CH:67][C:66]=2[C:71]([F:74])([F:73])[F:72])[CH2:60][CH2:59]1)=[O:57], predict the reaction product. The product is: [O:57]=[C:56]([N:58]1[CH2:59][CH2:60][N:61]([C:64](=[O:75])[C:65]2[CH:70]=[CH:69][CH:68]=[CH:67][C:66]=2[C:71]([F:74])([F:73])[F:72])[CH2:62][CH2:63]1)[CH2:55][NH:54][C:23]([C:11]1[CH:12]=[CH:13][C:14]2[O:15][C:16]3[CH:22]=[CH:21][CH:20]=[CH:19][C:17]=3[C:18]=2[CH:10]=1)=[O:25]. (6) Given the reactants [H-].[Na+].[OH:3][CH:4]1[CH2:9][CH2:8][N:7]([C:10]([O:12][C:13]([CH3:16])([CH3:15])[CH3:14])=[O:11])[CH2:6][CH2:5]1.F[C:18]1[CH:23]=[CH:22][C:21]([I:24])=[CH:20][CH:19]=1, predict the reaction product. The product is: [I:24][C:21]1[CH:22]=[CH:23][C:18]([O:3][CH:4]2[CH2:5][CH2:6][N:7]([C:10]([O:12][C:13]([CH3:16])([CH3:15])[CH3:14])=[O:11])[CH2:8][CH2:9]2)=[CH:19][CH:20]=1. (7) Given the reactants [F:1][C:2]1[CH:7]=[CH:6][CH:5]=[CH:4][C:3]=1[OH:8].Cl[C:10]1[C:19]2[C:14](=[CH:15][C:16]([O:20][CH3:21])=[CH:17][CH:18]=2)[CH:13]=[C:12]([NH:22][C:23]2[CH:27]=[C:26]([CH3:28])[NH:25][N:24]=2)[N:11]=1, predict the reaction product. The product is: [F:1][C:2]1[CH:7]=[CH:6][CH:5]=[CH:4][C:3]=1[O:8][C:10]1[C:19]2[C:14](=[CH:15][C:16]([O:20][CH3:21])=[CH:17][CH:18]=2)[CH:13]=[C:12]([NH:22][C:23]2[CH:27]=[C:26]([CH3:28])[NH:25][N:24]=2)[N:11]=1. (8) The product is: [Br:1][C:2]1[CH:3]=[CH:4][C:5]([N+:10]([O-:12])=[O:11])=[C:6]([N:7]([CH3:8])[C:16](=[O:17])[CH2:15][C:14]([CH3:20])([CH3:19])[CH3:13])[CH:9]=1. Given the reactants [Br:1][C:2]1[CH:3]=[CH:4][C:5]([N+:10]([O-:12])=[O:11])=[C:6]([CH:9]=1)[NH:7][CH3:8].[CH3:13][C:14]([CH3:20])([CH3:19])[CH2:15][C:16](Cl)=[O:17].CN(C=O)C.[H-].[Na+], predict the reaction product. (9) Given the reactants Cl.O1CCOCC1.[K].C(OC(=O)[NH:15][CH2:16][CH2:17][CH2:18][C:19]1[CH:24]=[CH:23][C:22]([N:25]2[CH2:29][C:28](=[O:30])[NH:27][S:26]2(=[O:32])=[O:31])=[C:21]([OH:33])[CH:20]=1)(C)(C)C, predict the reaction product. The product is: [NH2:15][CH2:16][CH2:17][CH2:18][C:19]1[CH:24]=[CH:23][C:22]([N:25]2[S:26](=[O:32])(=[O:31])[NH:27][C:28](=[O:30])[CH2:29]2)=[C:21]([OH:33])[CH:20]=1. (10) Given the reactants [O:1]1[CH:5]=[CH:4][C:3]([C:6]2(O)[C:10]3[C:11]([CH3:31])=[C:12]([N:17]4[CH2:22][CH2:21][N:20]([C:23]5[CH:28]=[CH:27][C:26]([O:29][CH3:30])=[CH:25][CH:24]=5)[CH2:19][CH2:18]4)[C:13]([CH3:16])=[C:14]([CH3:15])[C:9]=3[O:8][C:7]2([CH3:33])[CH3:32])=[CH:2]1, predict the reaction product. The product is: [O:1]1[CH:5]=[CH:4][C:3]([CH:6]2[C:10]3[C:11]([CH3:31])=[C:12]([N:17]4[CH2:18][CH2:19][N:20]([C:23]5[CH:28]=[CH:27][C:26]([O:29][CH3:30])=[CH:25][CH:24]=5)[CH2:21][CH2:22]4)[C:13]([CH3:16])=[C:14]([CH3:15])[C:9]=3[O:8][C:7]2([CH3:33])[CH3:32])=[CH:2]1.